The task is: Predict the product of the given reaction.. This data is from Forward reaction prediction with 1.9M reactions from USPTO patents (1976-2016). (1) Given the reactants [C:1]([NH:4][C:5]1[CH:10]=[CH:9][C:8]([CH2:11][C:12]([NH:14][C:15]2[C:16](=[O:56])[N:17]([CH2:48][C:49]3[CH:54]=[CH:53][CH:52]=[CH:51][C:50]=3[F:55])[C:18](=[O:47])[N:19]([CH2:22][C:23]3[N:27]=[CH:26][N:25]([C:28]([C:41]4[CH:46]=[CH:45][CH:44]=[CH:43][CH:42]=4)([C:35]4[CH:40]=[CH:39][CH:38]=[CH:37][CH:36]=4)[C:29]4[CH:34]=[CH:33][CH:32]=[CH:31][CH:30]=4)[N:24]=3)[C:20]=2[NH2:21])=O)=[CH:7][CH:6]=1)(=[O:3])[CH3:2].[OH-].[Na+].Cl, predict the reaction product. The product is: [F:55][C:50]1[CH:51]=[CH:52][CH:53]=[CH:54][C:49]=1[CH2:48][N:17]1[C:16](=[O:56])[C:15]2[NH:14][C:12]([CH2:11][C:8]3[CH:9]=[CH:10][C:5]([NH:4][C:1](=[O:3])[CH3:2])=[CH:6][CH:7]=3)=[N:21][C:20]=2[N:19]([CH2:22][C:23]2[N:27]=[CH:26][N:25]([C:28]([C:35]3[CH:40]=[CH:39][CH:38]=[CH:37][CH:36]=3)([C:41]3[CH:42]=[CH:43][CH:44]=[CH:45][CH:46]=3)[C:29]3[CH:30]=[CH:31][CH:32]=[CH:33][CH:34]=3)[N:24]=2)[C:18]1=[O:47]. (2) The product is: [C:48]([C:43]1[C:44](=[O:47])[N:45]([CH2:58][CH2:59][CH2:60][C:61]2[C:62]([Cl:68])=[CH:63][CH:64]=[CH:65][C:66]=2[Cl:67])[N:46]=[C:41]([C:38]2[CH:39]=[CH:40][C:35]([F:34])=[C:36]([CH3:52])[CH:37]=2)[CH:42]=1)([OH:50])=[O:49]. Given the reactants ClC1C=CC=CC=1CN1C(=O)C(CCCN2CCN(C)CC2)=CC(C2C=CC(F)=C(C)C=2)=N1.[F:34][C:35]1[CH:40]=[CH:39][C:38]([C:41]2[CH:42]=[C:43]([C:48]([O:50]C)=[O:49])[C:44](=[O:47])[NH:45][N:46]=2)=[CH:37][C:36]=1[CH3:52].CS(O[CH2:58][CH2:59][CH2:60][C:61]1[C:66]([Cl:67])=[CH:65][CH:64]=[CH:63][C:62]=1[Cl:68])(=O)=O.FC1C=C(F)C=CC=1C1C=C(COS(C)(=O)=O)C(=O)N(CC(C)C)N=1, predict the reaction product. (3) The product is: [N+:11]([C:9]1[CH:8]=[CH:7][C:5]2[N:6]=[C:2]([CH:1]=[CH:19][N:17]3[CH2:16][CH2:24][CH2:23][CH2:18]3)[O:3][C:4]=2[CH:10]=1)([O-:13])=[O:12]. Given the reactants [CH3:1][C:2]1[O:3][C:4]2[CH:10]=[C:9]([N+:11]([O-:13])=[O:12])[CH:8]=[CH:7][C:5]=2[N:6]=1.CO[CH:16](OC)[N:17]([CH3:19])[CH3:18].N1CC[CH2:24][CH2:23]1, predict the reaction product.